From a dataset of Full USPTO retrosynthesis dataset with 1.9M reactions from patents (1976-2016). Predict the reactants needed to synthesize the given product. (1) The reactants are: [NH2:1][CH2:2][C@H:3]1[N:10]([C:11]([C:13]2[N:14]=[C:15]([CH3:25])[S:16][C:17]=2[C:18]2[CH:19]=[C:20]([CH3:24])[CH:21]=[CH:22][CH:23]=2)=[O:12])[CH2:9][C@H:8]2[C@@H:4]1[CH2:5][C:6]([F:27])([F:26])[CH2:7]2.[CH3:28][C:29]1[N:30]=[C:31]2[N:35]([C:36]=1[C:37](O)=[O:38])[CH:34]=[CH:33][S:32]2. Given the product [F:26][C:6]1([F:27])[CH2:5][C@H:4]2[C@H:8]([CH2:9][N:10]([C:11]([C:13]3[N:14]=[C:15]([CH3:25])[S:16][C:17]=3[C:18]3[CH:19]=[C:20]([CH3:24])[CH:21]=[CH:22][CH:23]=3)=[O:12])[C@@H:3]2[CH2:2][NH:1][C:37]([C:36]2[N:35]3[C:31]([S:32][CH:33]=[CH:34]3)=[N:30][C:29]=2[CH3:28])=[O:38])[CH2:7]1, predict the reactants needed to synthesize it. (2) The reactants are: [N:1]1[C:10]2[CH:9]([NH:11][CH2:12][CH2:13][CH2:14][CH2:15][N:16]3[C:24](=[O:25])[C:23]4[C:18](=[CH:19][CH:20]=[CH:21][CH:22]=4)[C:17]3=[O:26])[CH2:8][CH2:7][CH2:6][C:5]=2[CH:4]=[CH:3][CH:2]=1.[BH-](O[C:37]([CH3:39])=O)(OC(C)=O)OC(C)=O.[Na+]. Given the product [CH3:2][N:1]1[C:10]2[CH:5]=[CH:6][CH:7]=[CH:8][C:9]=2[N:11]=[C:37]1[CH2:39][N:11]([CH:9]1[C:10]2[N:1]=[CH:2][CH:3]=[CH:4][C:5]=2[CH2:6][CH2:7][CH2:8]1)[CH2:12][CH2:13][CH2:14][CH2:15][N:16]1[C:24](=[O:25])[C:23]2[C:18](=[CH:19][CH:20]=[CH:21][CH:22]=2)[C:17]1=[O:26], predict the reactants needed to synthesize it. (3) Given the product [CH2:56]([OH:57])[C@H:37]1[O:38][C@@H:39]2[O:44][C@H:45]3[C@H:51]([OH:52])[C@@H:50]([OH:53])[C@@H:48]([O:49][C@H:3]4[C@H:4]([OH:65])[C@@H:5]([OH:64])[C@@H:6]([O:8][C@H:9]5[C@H:14]([OH:15])[C@@H:13]([OH:16])[C@@H:12]([O:17][C@H:18]6[C@H:23]([OH:24])[C@@H:22]([OH:25])[C@@H:21]([O:26][C@H:27]7[C@H:32]([OH:33])[C@@H:31]([OH:34])[C@@H:30]([O:35][C@H:36]1[C@H:41]([OH:42])[C@H:40]2[OH:43])[O:29][C@@H:28]7[CH2:58][OH:59])[O:20][C@@H:19]6[CH2:60][OH:61])[O:11][C@@H:10]5[CH2:62][OH:63])[O:7][C@@H:2]4[CH2:1][OH:66])[O:47][C@@H:46]3[CH2:54][OH:55].[OH2:7], predict the reactants needed to synthesize it. The reactants are: [CH2:1]([OH:66])[C@H:2]1[O:7][C@@H:6]2[O:8][C@H:9]3[C@H:14]([OH:15])[C@@H:13]([OH:16])[C@@H:12]([O:17][C@H:18]4[C@H:23]([OH:24])[C@@H:22]([OH:25])[C@@H:21]([O:26][C@H:27]5[C@H:32]([OH:33])[C@@H:31]([OH:34])[C@@H:30]([O:35][C@H:36]6[C@H:41]([OH:42])[C@@H:40]([OH:43])[C@@H:39]([O:44][C@H:45]7[C@H:51]([OH:52])[C@@H:50]([OH:53])[C@@H:48]([O:49][C@H:3]1[C@H:4]([OH:65])[C@H:5]2[OH:64])[O:47][C@@H:46]7[CH2:54][OH:55])[O:38][C@@H:37]6[CH2:56][OH:57])[O:29][C@@H:28]5[CH2:58][OH:59])[O:20][C@@H:19]4[CH2:60][OH:61])[O:11][C@@H:10]3[CH2:62][OH:63]. (4) Given the product [F:18][C:16]([F:19])([F:17])[C:13]1[N:14]=[CH:15][C:10]([O:9][C:6]2[CH:5]=[CH:4][C:3]([CH2:1][CH2:2][OH:32])=[CH:8][CH:7]=2)=[CH:11][CH:12]=1, predict the reactants needed to synthesize it. The reactants are: [CH:1]([C:3]1[CH:8]=[CH:7][C:6]([O:9][C:10]2[CH:11]=[CH:12][C:13]([C:16]([F:19])([F:18])[F:17])=[N:14][CH:15]=2)=[CH:5][CH:4]=1)=[CH2:2].B1C2CCCC1CCC2.C1C[O:32]CC1. (5) Given the product [Br:1][C:2]1[CH:3]=[CH:4][CH:5]=[C:6]2[C:28]=1[C:9]1([CH2:10][CH2:11][N:12]([C:15](=[O:16])[NH:17][CH:18]3[CH:25]4[CH2:26][CH:21]5[CH2:22][CH:23]([CH2:27][CH:19]3[CH2:20]5)[CH2:24]4)[CH2:13][CH2:14]1)[CH2:8][CH:7]2[C:29]([CH3:33])([CH3:32])[C:30]([OH:36])=[O:31], predict the reactants needed to synthesize it. The reactants are: [Br:1][C:2]1[CH:3]=[CH:4][CH:5]=[C:6]2[C:28]=1[C:9]1([CH2:14][CH2:13][N:12]([C:15]([NH:17][CH:18]3[CH:25]4[CH2:26][CH:21]5[CH2:22][CH:23]([CH2:27][CH:19]3[CH2:20]5)[CH2:24]4)=[O:16])[CH2:11][CH2:10]1)[CH2:8][CH:7]2[C:29]([CH3:33])([CH3:32])[CH:30]=[O:31].CC(C)=[O:36]. (6) Given the product [CH:22]1[CH:21]=[C:26]2[C:25]([C:24]([OH:27])([OH:40])[C:53](=[O:49])[C:52]2=[CH:51][CH:50]=1)=[O:29], predict the reactants needed to synthesize it. The reactants are: [H-].[H-].[H-].[H-].[Li+].[Al+3].[Cl-].[Cl-].[Cl-].[Al+3].C(C([C:21]1[CH:26]=[CH:25][C:24]([O:27]C)=C[CH:22]=1)C1(O)CCCCC1)#N.[OH-:29].[Na+].NCC(C1(O)CCCCC1)C1C=CC([O:40]C)=CC=1.[O:49]1[CH2:53][CH2:52][CH2:51][CH2:50]1. (7) Given the product [C:23]1([CH:21]([N:20]2[C:5]3=[N:6][C:7]([C:10]4[CH:19]=[CH:18][CH:17]=[C:16]5[C:11]=4[CH:12]=[CH:13][CH:14]=[N:15]5)=[CH:8][CH:9]=[C:4]3[NH:1][C:61]2=[O:62])[CH3:22])[CH:28]=[CH:27][CH:26]=[CH:25][CH:24]=1, predict the reactants needed to synthesize it. The reactants are: [N+:1]([C:4]1[C:5]([NH:20][CH:21]([C:23]2[CH:28]=[CH:27][CH:26]=[CH:25][CH:24]=2)[CH3:22])=[N:6][C:7]([C:10]2[CH:19]=[CH:18][CH:17]=[C:16]3[C:11]=2[CH:12]=[CH:13][CH:14]=[N:15]3)=[CH:8][CH:9]=1)([O-])=O.ClC1N=C(NC(C2C=CC=CC=2)C)C([N+]([O-])=O)=CC=1.N1C2C(=C(B(O)O)C=CC=2)C=CC=1.[C:61](=O)([O-])[O-:62].[K+].[K+]. (8) The reactants are: [C:1]1([N:7]=[C:8]=[O:9])[CH:6]=[CH:5][CH:4]=[CH:3][CH:2]=1.[F:10][C:11]1[CH:16]=[CH:15][C:14]([C:17]2[S:21][C:20]([S:22]([N:25]3[CH2:30][CH2:29][NH:28][CH2:27][C@@H:26]3[C:31]([NH:33][O:34][CH:35]3[CH2:40][CH2:39][CH2:38][CH2:37][O:36]3)=[O:32])(=[O:24])=[O:23])=[CH:19][CH:18]=2)=[CH:13][CH:12]=1. Given the product [F:10][C:11]1[CH:12]=[CH:13][C:14]([C:17]2[S:21][C:20]([S:22]([N:25]3[CH2:30][CH2:29][N:28]([C:8]([NH:7][C:1]4[CH:6]=[CH:5][CH:4]=[CH:3][CH:2]=4)=[O:9])[CH2:27][C@@H:26]3[C:31]([NH:33][O:34][CH:35]3[CH2:40][CH2:39][CH2:38][CH2:37][O:36]3)=[O:32])(=[O:23])=[O:24])=[CH:19][CH:18]=2)=[CH:15][CH:16]=1, predict the reactants needed to synthesize it. (9) The reactants are: [CH:1]1([C:4]2[N:9]=[N:8][C:7]([NH2:10])=[CH:6][CH:5]=2)[CH2:3][CH2:2]1.[CH3:11][C:12]1[C:16]([CH2:17][O:18][C:19]2[CH:24]=[CH:23][C:22]([S:25](Cl)(=[O:27])=[O:26])=[CH:21][CH:20]=2)=[C:15]([CH3:29])[O:14][N:13]=1. Given the product [CH:1]1([C:4]2[N:9]=[N:8][C:7]([NH:10][S:25]([C:22]3[CH:21]=[CH:20][C:19]([O:18][CH2:17][C:16]4[C:12]([CH3:11])=[N:13][O:14][C:15]=4[CH3:29])=[CH:24][CH:23]=3)(=[O:26])=[O:27])=[CH:6][CH:5]=2)[CH2:3][CH2:2]1, predict the reactants needed to synthesize it. (10) Given the product [F:1][C:2]1[CH:7]=[CH:6][C:5]([O:8][CH3:9])=[CH:4][C:3]=1[CH:10]([CH2:13][C:14]1[CH:15]=[CH:16][CH:17]=[CH:18][CH:19]=1)[C:11]#[N:12], predict the reactants needed to synthesize it. The reactants are: [F:1][C:2]1[CH:7]=[CH:6][C:5]([O:8][CH3:9])=[CH:4][C:3]=1[C:10](=[CH:13][C:14]1[CH:19]=[CH:18][CH:17]=[CH:16][CH:15]=1)[C:11]#[N:12].[BH4-].[Na+].C(O)(=O)CC(CC(O)=O)(C(O)=O)O.